This data is from Forward reaction prediction with 1.9M reactions from USPTO patents (1976-2016). The task is: Predict the product of the given reaction. (1) The product is: [Cl:26][C:27]1[CH:35]=[CH:34][CH:33]=[CH:32][C:28]=1[C:29]([NH:2][C@H:3]1[C:11]2[C:6](=[CH:7][C:8]([C:13]([O:15][CH3:16])=[O:14])=[C:9]([F:12])[CH:10]=2)[CH2:5][CH2:4]1)=[O:30]. Given the reactants Cl.[NH2:2][C@H:3]1[C:11]2[C:6](=[CH:7][C:8]([C:13]([O:15][CH3:16])=[O:14])=[C:9]([F:12])[CH:10]=2)[CH2:5][CH2:4]1.CCN(C(C)C)C(C)C.[Cl:26][C:27]1[CH:35]=[CH:34][CH:33]=[CH:32][C:28]=1[C:29](Cl)=[O:30], predict the reaction product. (2) Given the reactants ClC1[CH:10]=[CH:9][C:5](C(O)=O)=[CH:4][N:3]=1.O(C1C=CC(CCN)=CC=1)C1C=CC=CC=1.Cl[C:28]1[CH:51]=[CH:50][C:31]([C:32]([NH:34][CH2:35][CH2:36][C:37]2[CH:42]=[CH:41][C:40]([O:43][C:44]3[CH:49]=[CH:48][CH:47]=[CH:46][CH:45]=3)=[CH:39][CH:38]=2)=[O:33])=[CH:30][N:29]=1.N1CCCCC1, predict the reaction product. The product is: [O:43]([C:40]1[CH:41]=[CH:42][C:37]([CH2:36][CH2:35][NH:34][C:32](=[O:33])[C:31]2[CH:50]=[CH:51][C:28]([N:3]3[CH2:4][CH2:5][CH2:9][CH2:10]3)=[N:29][CH:30]=2)=[CH:38][CH:39]=1)[C:44]1[CH:49]=[CH:48][CH:47]=[CH:46][CH:45]=1. (3) Given the reactants [O:1]=[C:2]1[NH:6][NH:5][CH:4]=[C:3]1[C:7]1[CH:16]=[CH:15][C:10]([C:11]([O:13][CH3:14])=[O:12])=[CH:9][CH:8]=1.Br[CH2:18][CH2:19][CH2:20]Br.C(=O)([O-])[O-].[Cs+].[Cs+], predict the reaction product. The product is: [N:5]1[N:6]2[C:2]([O:1][CH2:18][CH2:19][CH2:20]2)=[C:3]([C:7]2[CH:8]=[CH:9][C:10]([C:11]([O:13][CH3:14])=[O:12])=[CH:15][CH:16]=2)[CH:4]=1. (4) Given the reactants [NH:1]1[C:9]2[C:4](=[N:5][CH:6]=[CH:7][CH:8]=2)[CH:3]=[CH:2]1.[C:10]([O:14][C:15](=O)[O:16]C(C)(C)C)([CH3:13])([CH3:12])[CH3:11].N1C2C(=CC=CC=2)C=N1.C(=O)=O, predict the reaction product. The product is: [N:1]1([C:15]([O:14][C:10]([CH3:13])([CH3:12])[CH3:11])=[O:16])[C:9]2[C:4](=[N:5][CH:6]=[CH:7][CH:8]=2)[CH:3]=[CH:2]1.